The task is: Predict the reactants needed to synthesize the given product.. This data is from Full USPTO retrosynthesis dataset with 1.9M reactions from patents (1976-2016). (1) Given the product [C:9]1([C:2]2[C:7]([NH2:8])=[CH:6][N:5]=[CH:4][N:3]=2)[CH:14]=[CH:13][CH:12]=[CH:11][CH:10]=1, predict the reactants needed to synthesize it. The reactants are: Br[C:2]1[C:7]([NH2:8])=[CH:6][N:5]=[CH:4][N:3]=1.[C:9]1(B(O)O)[CH:14]=[CH:13][CH:12]=[CH:11][CH:10]=1.C([O-])([O-])=O.[Na+].[Na+].C1(C)C=CC=CC=1. (2) Given the product [Cl:1][C:2]1[CH:14]=[C:13]([F:15])[C:12]([C:16]2[C:20]([Cl:21])=[C:19]([S:22]([CH:23]([F:25])[F:24])=[O:35])[N:18]([CH3:26])[N:17]=2)=[CH:11][C:3]=1[O:4][C:5]1[N:10]=[CH:9][CH:8]=[CH:7][N:6]=1, predict the reactants needed to synthesize it. The reactants are: [Cl:1][C:2]1[CH:14]=[C:13]([F:15])[C:12]([C:16]2[C:20]([Cl:21])=[C:19]([S:22][CH:23]([F:25])[F:24])[N:18]([CH3:26])[N:17]=2)=[CH:11][C:3]=1[O:4][C:5]1[N:10]=[CH:9][CH:8]=[CH:7][N:6]=1.ClC1C=CC=C(C(OO)=[O:35])C=1.